Dataset: Forward reaction prediction with 1.9M reactions from USPTO patents (1976-2016). Task: Predict the product of the given reaction. (1) Given the reactants [CH3:1][O:2][C:3]1[C:4](NC)=[N:5][CH:6]=[C:7]([N+:9]([O-:11])=[O:10])[CH:8]=1.[CH3:14][C:15]([O:18][C:19]([O:21]C(OC(C)(C)C)=O)=O)([CH3:17])[CH3:16].C[C:30]#[N:31], predict the reaction product. The product is: [CH3:1][O:2][C:3]1[C:4]([CH2:30][NH:31][C:19](=[O:21])[O:18][C:15]([CH3:17])([CH3:16])[CH3:14])=[N:5][CH:6]=[C:7]([N+:9]([O-:11])=[O:10])[CH:8]=1. (2) The product is: [OH:6][CH:7]1[CH2:12][CH2:11][N:10]([C:14]#[N:15])[CH2:9][CH2:8]1. Given the reactants C(=O)(O)[O-].[Na+].[OH:6][CH:7]1[CH2:12][CH2:11][NH:10][CH2:9][CH2:8]1.Br[C:14]#[N:15], predict the reaction product. (3) Given the reactants [Br:1][C:2]1[CH:3]=[C:4]([CH2:8][CH2:9][CH2:10][CH2:11][C:12]([OH:14])=O)[CH:5]=[CH:6][CH:7]=1, predict the reaction product. The product is: [Br:1][C:2]1[CH:7]=[CH:6][C:5]2[C:12](=[O:14])[CH2:11][CH2:10][CH2:9][CH2:8][C:4]=2[CH:3]=1. (4) Given the reactants [CH2:1]([N:5]1[C:9]2[C:10](=[O:26])[N:11]([CH2:15][C:16]3[CH:25]=[CH:24][C:23]4[C:18](=[CH:19][CH:20]=[CH:21][CH:22]=4)[N:17]=3)[NH:12][C:13](=[O:14])[C:8]=2[N:7]=[C:6]1[Cl:27])[C:2]#[C:3][CH3:4].C(=O)([O-])[O-].[K+].[K+].Br[CH2:35][C:36]#[N:37].[Cl-].[Na+], predict the reaction product. The product is: [CH2:1]([N:5]1[C:9]2[C:10](=[O:26])[N:11]([CH2:15][C:16]3[CH:25]=[CH:24][C:23]4[C:18](=[CH:19][CH:20]=[CH:21][CH:22]=4)[N:17]=3)[N:12]([CH2:35][C:36]#[N:37])[C:13](=[O:14])[C:8]=2[N:7]=[C:6]1[Cl:27])[C:2]#[C:3][CH3:4]. (5) The product is: [NH2:25][C:20]1[CH:21]=[N:22][CH:23]=[CH:24][C:19]=1[C:4]1[CH2:3][C:2]([CH3:28])([CH3:1])[CH2:7][CH:6]([N:8]2[C:9](=[O:18])[C:10]3[C:15](=[CH:14][CH:13]=[CH:12][CH:11]=3)[C:16]2=[O:17])[CH:5]=1. Given the reactants [CH3:1][C:2]1([CH3:28])[CH2:7][CH:6]([N:8]2[C:16](=[O:17])[C:15]3[C:10](=[CH:11][CH:12]=[CH:13][CH:14]=3)[C:9]2=[O:18])[CH:5]=[C:4]([C:19]2[CH:24]=[CH:23][N:22]=[CH:21][C:20]=2[N+:25]([O-])=O)[CH2:3]1, predict the reaction product.